This data is from Full USPTO retrosynthesis dataset with 1.9M reactions from patents (1976-2016). The task is: Predict the reactants needed to synthesize the given product. (1) The reactants are: [CH3:1][Mg]Br.[F:4][C:5]1[CH:6]=[C:7]([NH:17][C:18]2[N:35]=[C:21]3[CH:22]([C:28]4[CH:33]=[CH:32][C:31]([F:34])=[CH:30][CH:29]=4)[CH2:23][C:24](=[O:27])[CH2:25][CH2:26][N:20]3[N:19]=2)[CH:8]=[CH:9][C:10]=1[N:11]1[CH:15]=[N:14][C:13]([CH3:16])=[N:12]1. Given the product [F:4][C:5]1[CH:6]=[C:7]([NH:17][C:18]2[N:35]=[C:21]3[C@@H:22]([C:28]4[CH:29]=[CH:30][C:31]([F:34])=[CH:32][CH:33]=4)[CH2:23][C@:24]([CH3:1])([OH:27])[CH2:25][CH2:26][N:20]3[N:19]=2)[CH:8]=[CH:9][C:10]=1[N:11]1[CH:15]=[N:14][C:13]([CH3:16])=[N:12]1, predict the reactants needed to synthesize it. (2) Given the product [CH3:1][O:2][C:3]1[C:8]([NH:9][CH2:10][C:11]([NH2:34])=[O:12])=[CH:7][C:6]([CH2:16][S:17](/[CH:20]=[CH:21]/[C:22]2[C:23]([O:32][CH3:33])=[CH:24][C:25]([O:30][CH3:31])=[CH:26][C:27]=2[O:28][CH3:29])(=[O:18])=[O:19])=[CH:5][N:4]=1, predict the reactants needed to synthesize it. The reactants are: [CH3:1][O:2][C:3]1[C:8]([NH:9][CH2:10][C:11](OCC)=[O:12])=[CH:7][C:6]([CH2:16][S:17](/[CH:20]=[CH:21]/[C:22]2[C:27]([O:28][CH3:29])=[CH:26][C:25]([O:30][CH3:31])=[CH:24][C:23]=2[O:32][CH3:33])(=[O:19])=[O:18])=[CH:5][N:4]=1.[NH3:34]. (3) Given the product [Cl:6][C:7]1[C:12]([C:13]([C:15]2[NH:16][CH:17]=[C:18]([S:2]([Cl:1])(=[O:5])=[O:3])[CH:19]=2)=[O:14])=[CH:11][CH:10]=[CH:9][N:8]=1, predict the reactants needed to synthesize it. The reactants are: [Cl:1][S:2]([OH:5])(=O)=[O:3].[Cl:6][C:7]1[C:12]([C:13]([C:15]2[NH:16][CH:17]=[CH:18][CH:19]=2)=[O:14])=[CH:11][CH:10]=[CH:9][N:8]=1. (4) Given the product [Br:30][C:28]1[CH:29]=[C:24]([NH:1][C:2]2[N:7]=[CH:6][C:5]([N:8]3[CH:9]4[CH2:15][CH2:14][CH:13]3[CH2:12][N:11]([C:16]([O:18][C:19]([CH3:22])([CH3:21])[CH3:20])=[O:17])[CH2:10]4)=[CH:4][CH:3]=2)[C:25](=[O:32])[N:26]([CH3:31])[CH:27]=1, predict the reactants needed to synthesize it. The reactants are: [NH2:1][C:2]1[N:7]=[CH:6][C:5]([N:8]2[CH:13]3[CH2:14][CH2:15][CH:9]2[CH2:10][N:11]([C:16]([O:18][C:19]([CH3:22])([CH3:21])[CH3:20])=[O:17])[CH2:12]3)=[CH:4][CH:3]=1.Br[C:24]1[C:25](=[O:32])[N:26]([CH3:31])[CH:27]=[C:28]([Br:30])[CH:29]=1.CC1(C)C2C(=C(P(C3C=CC=CC=3)C3C=CC=CC=3)C=CC=2)OC2C(P(C3C=CC=CC=3)C3C=CC=CC=3)=CC=CC1=2.C([O-])([O-])=O.[Cs+].[Cs+]. (5) Given the product [N:12]1([CH2:17][C@@H:18]2[CH2:22][CH2:21][CH2:20][N:19]2[C:23]([C:25]2[CH:26]=[CH:27][C:28]([C:7]3[S:8][C:4]([C:1](=[O:3])[CH3:2])=[CH:5][CH:6]=3)=[CH:29][CH:30]=2)=[O:24])[CH2:13][CH2:14][CH2:15][CH2:16]1, predict the reactants needed to synthesize it. The reactants are: [C:1]([C:4]1[S:8][C:7](B(O)O)=[CH:6][CH:5]=1)(=[O:3])[CH3:2].[N:12]1([CH2:17][CH:18]2[CH2:22][CH2:21][CH2:20][N:19]2[C:23]([C:25]2[CH:30]=[CH:29][C:28](Br)=[CH:27][CH:26]=2)=[O:24])[CH2:16][CH2:15][CH2:14][CH2:13]1. (6) Given the product [CH2:19]([O:23][C:24]([N:8]([CH:2]1[CH2:7][CH2:6][CH2:5][CH2:4][CH2:3]1)[CH2:9][C:10]([OH:12])=[O:11])=[O:25])[CH:20]([CH3:22])[CH3:21], predict the reactants needed to synthesize it. The reactants are: Cl.[CH:2]1([NH:8][CH2:9][C:10]([OH:12])=[O:11])[CH2:7][CH2:6][CH2:5][CH2:4][CH2:3]1.C(=O)([O-])[O-].[K+].[K+].[CH2:19]([O:23][C:24](Cl)=[O:25])[CH:20]([CH3:22])[CH3:21]. (7) Given the product [F:25][C:16]1[CH:17]=[C:18]([C:21]([F:24])([F:23])[F:22])[CH:19]=[CH:20][C:6]=1[N:8]1[CH2:9][CH2:10][NH:11][CH2:12][CH2:13]1, predict the reactants needed to synthesize it. The reactants are: C(O[C:6]([N:8]1[CH2:13][CH2:12][NH:11][CH2:10][CH2:9]1)=O)(C)(C)C.BrC1[CH:20]=[CH:19][C:18]([C:21]([F:24])([F:23])[F:22])=[CH:17][C:16]=1[F:25].